From a dataset of Forward reaction prediction with 1.9M reactions from USPTO patents (1976-2016). Predict the product of the given reaction. Given the reactants Br.[Cl:2][C:3]1[CH:8]=[CH:7][C:6]([N+:9]([O-:11])=[O:10])=[CH:5][C:4]=1[C:12]1[N:13]=[C:14]([NH2:17])[S:15][CH:16]=1.[C:18]1([C:24]2[CH:29]=[CH:28][C:27]([S:30](Cl)(=[O:32])=[O:31])=[CH:26][CH:25]=2)[CH:23]=[CH:22][CH:21]=[CH:20][CH:19]=1, predict the reaction product. The product is: [Cl:2][C:3]1[CH:8]=[CH:7][C:6]([N+:9]([O-:11])=[O:10])=[CH:5][C:4]=1[C:12]1[N:13]=[C:14]([NH:17][S:30]([C:27]2[CH:26]=[CH:25][C:24]([C:18]3[CH:23]=[CH:22][CH:21]=[CH:20][CH:19]=3)=[CH:29][CH:28]=2)(=[O:32])=[O:31])[S:15][CH:16]=1.